From a dataset of Reaction yield outcomes from USPTO patents with 853,638 reactions. Predict the reaction yield, written as a fraction of the theoretical maximum amount of product (1.0 means a 100% yield; for example, 0.34 means a 34% yield). (1) The reactants are C12(COC3C(C4CC4)=CC(C(O)=O)=CN=3)CC3CC(CC(C3)C1)C2.[C@@H:25]12[CH2:31][C@@H:28]([CH2:29][CH2:30]1)[CH2:27][C@H:26]2[O:32][C:33]1[C:41]([CH:42]2[CH2:44][CH2:43]2)=[CH:40][C:36]([C:37]([OH:39])=O)=[C:35]([F:45])[CH:34]=1.COCCS(N)(=O)=O.[N:54]1([S:58]([NH2:61])(=[O:60])=[O:59])[CH2:57][CH2:56][CH2:55]1. No catalyst specified. The product is [N:54]1([S:58]([NH:61][C:37](=[O:39])[C:36]2[CH:40]=[C:41]([CH:42]3[CH2:43][CH2:44]3)[C:33]([O:32][C@@H:26]3[CH2:27][C@H:28]4[CH2:31][C@@H:25]3[CH2:30][CH2:29]4)=[CH:34][C:35]=2[F:45])(=[O:60])=[O:59])[CH2:57][CH2:56][CH2:55]1. The yield is 0.790. (2) The reactants are [CH3:1][O:2][C:3]1[CH:4]=[C:5]([NH:11][C:12]2[C:13]3[N:33]=[CH:32][S:31][C:14]=3[N:15]=[C:16]([N:18]3[CH2:22][CH2:21][CH:20]([NH:23]C(=O)OC(C)(C)C)[CH2:19]3)[N:17]=2)[CH:6]=[CH:7][C:8]=1[O:9][CH3:10].[ClH:34]. The catalyst is O1CCOCC1. The product is [ClH:34].[NH2:23][CH:20]1[CH2:21][CH2:22][N:18]([C:16]2[N:17]=[C:12]([NH:11][C:5]3[CH:6]=[CH:7][C:8]([O:9][CH3:10])=[C:3]([O:2][CH3:1])[CH:4]=3)[C:13]3[N:33]=[CH:32][S:31][C:14]=3[N:15]=2)[CH2:19]1. The yield is 1.00. (3) The reactants are Cl[CH2:2][C:3](Cl)=[O:4].[NH2:6][C:7]1[CH:12]=[CH:11][CH:10]=[CH:9][C:8]=1[OH:13].C(=O)(O)[O-].[Na+]. The catalyst is C(Cl)(Cl)Cl.CC[N+](CC1C=CC=CC=1)(CC)CC.[Cl-]. The product is [O:13]1[CH2:2][C:3](=[O:4])[NH:6][C:7]2[CH:12]=[CH:11][CH:10]=[CH:9][C:8]1=2. The yield is 0.600.